Dataset: Antibody paratope prediction from SAbDab with 1,023 antibody chains. Task: Token-level Classification. Given an antibody amino acid sequence, predict which amino acid positions are active in antigen binding. Output is a list of indices for active paratope positions. Given the antibody sequence: QVQLQESGPGLVKPSETLSLTCTVSGFSLIGYDLNWIRQPPGKGLEWIGIIWGDGTTDYNSAVKSRVTISKDTSKNQFSLKLSSVTAADTAVYYCARGGYWYATSYYFDYWGQGTLVTVSS, which amino acid positions are active in antigen binding (paratope)? The paratope positions are: [52, 53, 82, 83, 84, 103, 104, 105, 106, 107].